This data is from hERG potassium channel inhibition data for cardiac toxicity prediction from Karim et al.. The task is: Regression/Classification. Given a drug SMILES string, predict its toxicity properties. Task type varies by dataset: regression for continuous values (e.g., LD50, hERG inhibition percentage) or binary classification for toxic/non-toxic outcomes (e.g., AMES mutagenicity, cardiotoxicity, hepatotoxicity). Dataset: herg_karim. (1) The compound is C[C@@H]1NC(c2cc(C#N)ccn2)=NC1(c1ccc(F)cc1)c1ccc(F)cc1. The result is 1 (blocker). (2) The molecule is CN/C(=N\C#N)NCCSCc1nc[nH]c1C. The result is 0 (non-blocker).